This data is from Full USPTO retrosynthesis dataset with 1.9M reactions from patents (1976-2016). The task is: Predict the reactants needed to synthesize the given product. (1) Given the product [N:31]1[C:23]([NH:22][CH:20]([C:8]2[N:9]([C:13]3[CH:18]=[CH:17][CH:16]=[CH:15][C:14]=3[CH3:19])[C:10](=[O:12])[C:11]3[C:6]([CH:7]=2)=[CH:5][CH:4]=[CH:3][C:2]=3[CH3:1])[CH3:21])=[C:24]2[C:28]([NH:27][CH:26]=[N:25]2)=[N:29][CH:30]=1, predict the reactants needed to synthesize it. The reactants are: [CH3:1][C:2]1[CH:3]=[CH:4][CH:5]=[C:6]2[C:11]=1[C:10](=[O:12])[N:9]([C:13]1[CH:18]=[CH:17][CH:16]=[CH:15][C:14]=1[CH3:19])[C:8]([CH:20]([NH:22][C:23]1[N:31]=[CH:30][N:29]=[C:28]3[C:24]=1[N:25]=[CH:26][N:27]3C1CCCCO1)[CH3:21])=[CH:7]2.C([O-])(O)=O.[Na+]. (2) Given the product [Cl:1][C:2]1[C:7]([S:8]([N:11]([O:13][CH3:14])[CH3:12])(=[O:9])=[O:10])=[C:6]([OH:15])[C:5]([NH:16][C:17]2[C:20](=[O:21])[C:19](=[O:22])[C:18]=2[NH:34][C@@H:31]([CH:27]2[CH2:28][CH2:29][CH2:30][O:26]2)[CH2:32][CH3:33])=[CH:4][CH:3]=1, predict the reactants needed to synthesize it. The reactants are: [Cl:1][C:2]1[C:7]([S:8]([N:11]([O:13][CH3:14])[CH3:12])(=[O:10])=[O:9])=[C:6]([OH:15])[C:5]([NH:16][C:17]2[C:20](=[O:21])[C:19](=[O:22])[C:18]=2OCC)=[CH:4][CH:3]=1.[O:26]1[CH2:30][CH2:29][CH2:28][CH:27]1[C@H:31]([NH2:34])[CH2:32][CH3:33]. (3) The reactants are: [N:1]1([C:7]([O:9][C:10]([CH3:13])([CH3:12])[CH3:11])=[O:8])[CH2:6][CH2:5][NH:4][CH2:3][CH2:2]1.C(N(CC)CC)C.[Cl:21][C:22]1[N:27]=[CH:26][C:25]([S:28](Cl)(=[O:30])=[O:29])=[CH:24][CH:23]=1.CO.C(Cl)Cl. Given the product [Cl:21][C:22]1[N:27]=[CH:26][C:25]([S:28]([N:4]2[CH2:5][CH2:6][N:1]([C:7]([O:9][C:10]([CH3:13])([CH3:12])[CH3:11])=[O:8])[CH2:2][CH2:3]2)(=[O:30])=[O:29])=[CH:24][CH:23]=1, predict the reactants needed to synthesize it. (4) Given the product [Cl:17][CH2:13][C:10]1[CH:9]=[N:8][C:7]([C:1]2[CH:6]=[CH:5][CH:4]=[CH:3][CH:2]=2)=[N:12][CH:11]=1, predict the reactants needed to synthesize it. The reactants are: [C:1]1([C:7]2[N:12]=[CH:11][C:10]([CH2:13]O)=[CH:9][N:8]=2)[CH:6]=[CH:5][CH:4]=[CH:3][CH:2]=1.S(Cl)([Cl:17])=O.C(=O)([O-])O.[Na+]. (5) The reactants are: [C:1]([NH:4][CH:5]([C:47]([O:49]CC=C)=[O:48])[CH2:6][C:7]1[CH:44]=[CH:43][C:10]([N:11]([C:34](=[O:42])[C:35]([O:37][C:38]([CH3:41])([CH3:40])[CH3:39])=[O:36])[C:12]2[CH:33]=[CH:32][CH:31]=[CH:30][C:13]=2[C:14]([O:16][CH:17]([C:24]2[CH:29]=[CH:28][CH:27]=[CH:26][CH:25]=2)[C:18]2[CH:23]=[CH:22][CH:21]=[CH:20][CH:19]=2)=[O:15])=[C:9]([CH2:45][CH3:46])[CH:8]=1)(=[O:3])[CH3:2].N1CCOCC1. Given the product [C:1]([NH:4][C@H:5]([C:47]([OH:49])=[O:48])[CH2:6][C:7]1[CH:44]=[CH:43][C:10]([N:11]([C:34](=[O:42])[C:35]([O:37][C:38]([CH3:39])([CH3:40])[CH3:41])=[O:36])[C:12]2[CH:33]=[CH:32][CH:31]=[CH:30][C:13]=2[C:14]([O:16][CH:17]([C:18]2[CH:23]=[CH:22][CH:21]=[CH:20][CH:19]=2)[C:24]2[CH:29]=[CH:28][CH:27]=[CH:26][CH:25]=2)=[O:15])=[C:9]([CH2:45][CH3:46])[CH:8]=1)(=[O:3])[CH3:2], predict the reactants needed to synthesize it.